Predict the product of the given reaction. From a dataset of Forward reaction prediction with 1.9M reactions from USPTO patents (1976-2016). (1) Given the reactants [CH3:1][O:2][C:3]1[CH:8]=[CH:7][CH:6]=[CH:5][C:4]=1B(O)O.C(=O)([O-])[O-].[Na+].[Na+].[NH2:18][C:19]1[CH:24]=[C:23](Cl)[N:22]=[CH:21][N:20]=1, predict the reaction product. The product is: [CH3:1][O:2][C:3]1[CH:8]=[CH:7][CH:6]=[CH:5][C:4]=1[C:23]1[N:22]=[CH:21][N:20]=[C:19]([NH2:18])[CH:24]=1. (2) Given the reactants CC(OC(/N=N/C(OC(C)C)=O)=O)C.[CH3:15][O:16][C:17]1[C:21]([CH2:22]O)=[CH:20][N:19]([C:24]2[CH:29]=[N:28][C:27]([C:30]([F:33])([F:32])[F:31])=[CH:26][N:25]=2)[N:18]=1.[C:34]1(=[O:44])[C:42]2[C:37](=[CH:38][CH:39]=[CH:40][CH:41]=2)[C:36](=[O:43])[NH:35]1.C1C=CC(P(C2C=CC=CC=2)C2C=CC=CC=2)=CC=1, predict the reaction product. The product is: [CH3:15][O:16][C:17]1[C:21]([CH2:22][N:35]2[C:36](=[O:43])[C:37]3[C:42](=[CH:41][CH:40]=[CH:39][CH:38]=3)[C:34]2=[O:44])=[CH:20][N:19]([C:24]2[CH:29]=[N:28][C:27]([C:30]([F:33])([F:32])[F:31])=[CH:26][N:25]=2)[N:18]=1.